This data is from Reaction yield outcomes from USPTO patents with 853,638 reactions. The task is: Predict the reaction yield, written as a fraction of the theoretical maximum amount of product (1.0 means a 100% yield; for example, 0.34 means a 34% yield). The reactants are [CH2:1]([C:4]1[C:19]([O:20][CH2:21][CH2:22][CH2:23][O:24][C:25]2[CH:30]=[C:29]([OH:31])[C:28]([C:32]3[CH:37]=[CH:36][C:35]([F:38])=[CH:34][CH:33]=3)=[CH:27][C:26]=2[CH2:39][CH3:40])=[CH:18][CH:17]=[CH:16][C:5]=1[S:6][C:7]1[CH:15]=[CH:14][CH:13]=[CH:12][C:8]=1[C:9]([OH:11])=[O:10])[CH2:2][CH3:3].ClC1C=C(C=CC=1)C(OO)=[O:46]. The catalyst is C(Cl)Cl. The product is [CH2:1]([C:4]1[C:19]([O:20][CH2:21][CH2:22][CH2:23][O:24][C:25]2[CH:30]=[C:29]([OH:31])[C:28]([C:32]3[CH:37]=[CH:36][C:35]([F:38])=[CH:34][CH:33]=3)=[CH:27][C:26]=2[CH2:39][CH3:40])=[CH:18][CH:17]=[CH:16][C:5]=1[S:6]([C:7]1[CH:15]=[CH:14][CH:13]=[CH:12][C:8]=1[C:9]([OH:11])=[O:10])=[O:46])[CH2:2][CH3:3]. The yield is 0.800.